This data is from Reaction yield outcomes from USPTO patents with 853,638 reactions. The task is: Predict the reaction yield, written as a fraction of the theoretical maximum amount of product (1.0 means a 100% yield; for example, 0.34 means a 34% yield). (1) The reactants are Cl[C:2]1[CH:7]=[C:6]([Cl:8])[N:5]=[C:4]([CH3:9])[N:3]=1.[N:10]1([C:16]([O:18][C:19]([CH3:22])([CH3:21])[CH3:20])=[O:17])[CH2:15][CH2:14][NH:13][CH2:12][CH2:11]1.CCN(C(C)C)C(C)C. The catalyst is C1COCC1. The product is [C:19]([O:18][C:16]([N:10]1[CH2:15][CH2:14][N:13]([C:2]2[CH:7]=[C:6]([Cl:8])[N:5]=[C:4]([CH3:9])[N:3]=2)[CH2:12][CH2:11]1)=[O:17])([CH3:22])([CH3:20])[CH3:21]. The yield is 0.700. (2) The reactants are I[C:2]1[C:7]([O:8][CH3:9])=[CH:6][CH:5]=[CH:4][N:3]=1.CN(C=O)C.C(NC(C)C)(C)C.[C:22]1([C:28]#[CH:29])[CH:27]=[CH:26][CH:25]=[CH:24][CH:23]=1. The catalyst is Cl[Pd](Cl)([P](C1C=CC=CC=1)(C1C=CC=CC=1)C1C=CC=CC=1)[P](C1C=CC=CC=1)(C1C=CC=CC=1)C1C=CC=CC=1. The product is [CH3:9][O:8][C:7]1[C:2]([C:29]#[C:28][C:22]2[CH:27]=[CH:26][CH:25]=[CH:24][CH:23]=2)=[N:3][CH:4]=[CH:5][CH:6]=1. The yield is 0.880. (3) The reactants are [C:1]([CH2:3][C:4]([NH2:6])=[S:5])#[N:2].O=[C:8]([CH2:14][C:15](=O)[CH3:16])[C:9]([O:11][CH2:12][CH3:13])=[O:10].C(N(CC)CC)C. The catalyst is CCO. The product is [CH2:12]([O:11][C:9](=[O:10])[C:8]1[CH:14]=[C:15]([CH3:16])[N:6]=[C:4]([SH:5])[C:3]=1[C:1]#[N:2])[CH3:13]. The yield is 0.645.